This data is from Peptide-MHC class I binding affinity with 185,985 pairs from IEDB/IMGT. The task is: Regression. Given a peptide amino acid sequence and an MHC pseudo amino acid sequence, predict their binding affinity value. This is MHC class I binding data. (1) The peptide sequence is LSTTRFQSM. The MHC is HLA-B15:01 with pseudo-sequence HLA-B15:01. The binding affinity (normalized) is 0.199. (2) The peptide sequence is FREVWKQLF. The MHC is HLA-B40:01 with pseudo-sequence HLA-B40:01. The binding affinity (normalized) is 0.0847. (3) The peptide sequence is SVITQACPK. The MHC is HLA-B44:03 with pseudo-sequence HLA-B44:03. The binding affinity (normalized) is 0. (4) The peptide sequence is LLQAIGAAA. The MHC is HLA-A30:01 with pseudo-sequence HLA-A30:01. The binding affinity (normalized) is 0.213. (5) The binding affinity (normalized) is 0.213. The MHC is HLA-B15:01 with pseudo-sequence HLA-B15:01. The peptide sequence is EENLLDFVRF.